Dataset: TCR-epitope binding with 47,182 pairs between 192 epitopes and 23,139 TCRs. Task: Binary Classification. Given a T-cell receptor sequence (or CDR3 region) and an epitope sequence, predict whether binding occurs between them. (1) The epitope is GPGHKARVL. The TCR CDR3 sequence is CASSLSKGQPQHF. Result: 0 (the TCR does not bind to the epitope). (2) The epitope is KAYNVTQAF. The TCR CDR3 sequence is CASSRGQGEVDEQFF. Result: 1 (the TCR binds to the epitope). (3) Result: 1 (the TCR binds to the epitope). The TCR CDR3 sequence is CSVEAGGYNEQFF. The epitope is LSDDAVVCFNSTY. (4) The epitope is ISPRTLNAW. The TCR CDR3 sequence is CASSTGDHSNQPQHF. Result: 0 (the TCR does not bind to the epitope). (5) The epitope is VTEHDTLLY. The TCR CDR3 sequence is CASSRDRGPIGEQYF. Result: 1 (the TCR binds to the epitope).